This data is from Catalyst prediction with 721,799 reactions and 888 catalyst types from USPTO. The task is: Predict which catalyst facilitates the given reaction. (1) Reactant: [O:1]=[C:2]1[C:11]2[C:6](=[CH:7][CH:8]=[CH:9][CH:10]=2)[N:5]=[C:4]([CH2:12][CH:13]2[CH2:18][CH2:17][CH:16]([C:19](O)=[O:20])[CH2:15][CH2:14]2)[NH:3]1.C(Cl)CCl.C1C=NC2N(O)N=NC=2C=1.[F:36][C:37]1[CH:44]=[CH:43][CH:42]=[CH:41][C:38]=1[CH2:39][NH2:40]. Product: [F:36][C:37]1[CH:44]=[CH:43][CH:42]=[CH:41][C:38]=1[CH2:39][NH:40][C:19]([C@H:16]1[CH2:15][CH2:14][C@@H:13]([CH2:12][C:4]2[NH:3][C:2](=[O:1])[C:11]3[C:6](=[CH:7][CH:8]=[CH:9][CH:10]=3)[N:5]=2)[CH2:18][CH2:17]1)=[O:20]. The catalyst class is: 3. (2) Reactant: [Cl:1][C:2]1[C:3]([N:11]2[CH2:16][CH2:15][CH:14]([OH:17])[CH2:13][CH2:12]2)=[N:4][CH:5]=[C:6]([N+:8]([O-:10])=[O:9])[CH:7]=1.[C:18](Cl)(=[O:25])[C:19]1[CH:24]=[CH:23][CH:22]=[CH:21][CH:20]=1.O. Product: [Cl:1][C:2]1[C:3]([N:11]2[CH2:12][CH2:13][CH:14]([O:17][C:18](=[O:25])[C:19]3[CH:24]=[CH:23][CH:22]=[CH:21][CH:20]=3)[CH2:15][CH2:16]2)=[N:4][CH:5]=[C:6]([N+:8]([O-:10])=[O:9])[CH:7]=1. The catalyst class is: 17.